Dataset: Forward reaction prediction with 1.9M reactions from USPTO patents (1976-2016). Task: Predict the product of the given reaction. (1) Given the reactants [CH2:1]([O:3][C:4]([C:6]1[N:7]([CH3:29])[C:8]([CH2:27][CH3:28])=[C:9]([C:25]#[N:26])[C:10]=1[C:11]1[CH:16]=[CH:15][C:14](OS(C(F)(F)F)(=O)=O)=[CH:13][CH:12]=1)=[O:5])[CH3:2].[N:30]1[CH:35]=[CH:34][C:33](B(O)O)=[CH:32][CH:31]=1.C1(P(C2C=CC=CC=2)C2C=CC=CC=2)C=CC=CC=1.C(=O)([O-])[O-].[K+].[K+], predict the reaction product. The product is: [CH2:1]([O:3][C:4]([C:6]1[N:7]([CH3:29])[C:8]([CH2:27][CH3:28])=[C:9]([C:25]#[N:26])[C:10]=1[C:11]1[CH:16]=[CH:15][C:14]([C:33]2[CH:34]=[CH:35][N:30]=[CH:31][CH:32]=2)=[CH:13][CH:12]=1)=[O:5])[CH3:2]. (2) Given the reactants [C:1]([CH2:3][CH:4]1[CH2:9][CH2:8][N:7]([C:10]([O:12][C:13]([CH3:16])([CH3:15])[CH3:14])=[O:11])[CH2:6][CH2:5]1)#[N:2].C[C:18](C)([O-:20])C.[K+].C(OCC)=O.O, predict the reaction product. The product is: [C:1]([CH:3]([CH:4]1[CH2:5][CH2:6][N:7]([C:10]([O:12][C:13]([CH3:16])([CH3:15])[CH3:14])=[O:11])[CH2:8][CH2:9]1)[CH:18]=[O:20])#[N:2]. (3) The product is: [CH3:13][Si:12]([C:16]#[C:17][C:2]1[CH:3]=[C:4]2[C:8](=[CH:9][CH:10]=1)[NH:7][C:6](=[O:11])[CH2:5]2)([CH3:15])[CH3:14]. Given the reactants I[C:2]1[CH:3]=[C:4]2[C:8](=[CH:9][CH:10]=1)[NH:7][C:6](=[O:11])[CH2:5]2.[Si:12]([C:16]#[CH:17])([CH3:15])([CH3:14])[CH3:13], predict the reaction product. (4) The product is: [OH:20][C@H:18]([CH3:19])[C@H:14]([N:11]1[CH2:10][C:9]2([CH2:21][CH2:22][CH2:23][N:8]2[C:6]([O:5][C:1]([CH3:2])([CH3:3])[CH3:4])=[O:7])[C:12]1=[O:13])[C:15]([NH:59][CH2:55][CH:56]([CH3:58])[CH3:57])=[O:16]. Given the reactants [C:1]([O:5][C:6]([N:8]1[CH2:23][CH2:22][CH2:21][C:9]21[C:12](=[O:13])[N:11]([C@@H:14]([C@H:18]([OH:20])[CH3:19])[C:15](O)=[O:16])[CH2:10]2)=[O:7])([CH3:4])([CH3:3])[CH3:2].CCN(C(C)C)C(C)C.CCN=C=NCCCN(C)C.Cl.C1C=CC2N(O)N=NC=2C=1.[CH2:55]([NH2:59])[CH:56]([CH3:58])[CH3:57], predict the reaction product.